From a dataset of Merck oncology drug combination screen with 23,052 pairs across 39 cell lines. Regression. Given two drug SMILES strings and cell line genomic features, predict the synergy score measuring deviation from expected non-interaction effect. (1) Drug 1: O=S1(=O)NC2(CN1CC(F)(F)F)C1CCC2Cc2cc(C=CCN3CCC(C(F)(F)F)CC3)ccc2C1. Drug 2: COc1cc(C2c3cc4c(cc3C(OC3OC5COC(C)OC5C(O)C3O)C3COC(=O)C23)OCO4)cc(OC)c1O. Cell line: COLO320DM. Synergy scores: synergy=18.3. (2) Drug 1: CCC1=CC2CN(C1)Cc1c([nH]c3ccccc13)C(C(=O)OC)(c1cc3c(cc1OC)N(C)C1C(O)(C(=O)OC)C(OC(C)=O)C4(CC)C=CCN5CCC31C54)C2. Drug 2: COC1=C2CC(C)CC(OC)C(O)C(C)C=C(C)C(OC(N)=O)C(OC)C=CC=C(C)C(=O)NC(=CC1=O)C2=O. Cell line: KPL1. Synergy scores: synergy=-11.3. (3) Drug 1: COc1cc(C2c3cc4c(cc3C(OC3OC5COC(C)OC5C(O)C3O)C3COC(=O)C23)OCO4)cc(OC)c1O. Drug 2: Cc1nc(Nc2ncc(C(=O)Nc3c(C)cccc3Cl)s2)cc(N2CCN(CCO)CC2)n1. Cell line: EFM192B. Synergy scores: synergy=17.1.